This data is from NCI-60 drug combinations with 297,098 pairs across 59 cell lines. The task is: Regression. Given two drug SMILES strings and cell line genomic features, predict the synergy score measuring deviation from expected non-interaction effect. (1) Drug 1: C1=NC2=C(N1)C(=S)N=C(N2)N. Drug 2: CC1=C(C(=O)C2=C(C1=O)N3CC4C(C3(C2COC(=O)N)OC)N4)N. Cell line: T-47D. Synergy scores: CSS=26.4, Synergy_ZIP=-9.49, Synergy_Bliss=-5.46, Synergy_Loewe=-18.1, Synergy_HSA=-3.66. (2) Drug 1: C1=CC(=CC=C1C#N)C(C2=CC=C(C=C2)C#N)N3C=NC=N3. Drug 2: CCC1(CC2CC(C3=C(CCN(C2)C1)C4=CC=CC=C4N3)(C5=C(C=C6C(=C5)C78CCN9C7C(C=CC9)(C(C(C8N6C)(C(=O)OC)O)OC(=O)C)CC)OC)C(=O)OC)O.OS(=O)(=O)O. Cell line: MALME-3M. Synergy scores: CSS=3.38, Synergy_ZIP=-4.13, Synergy_Bliss=-7.35, Synergy_Loewe=-15.6, Synergy_HSA=-6.97.